Task: Predict the reactants needed to synthesize the given product.. Dataset: Full USPTO retrosynthesis dataset with 1.9M reactions from patents (1976-2016) (1) Given the product [CH:1]([C:3]1[CH:8]=[CH:7][C:6]([NH:9][C:10](=[O:12])[CH3:11])=[C:5]([C:17]#[C:16][CH2:15][CH2:14][OH:18])[CH:4]=1)=[O:2], predict the reactants needed to synthesize it. The reactants are: [CH:1]([C:3]1[CH:8]=[CH:7][C:6]([NH:9][C:10](=[O:12])[CH3:11])=[C:5](I)[CH:4]=1)=[O:2].[CH2:14]([OH:18])[CH2:15][C:16]#[CH:17]. (2) Given the product [OH:3][CH2:4][C@@H:6]1[C@H:11]2[C@H:12]3[C@H:21]([CH2:22][CH2:23][C@:9]2([CH3:10])[C@@H:8]([O:26][CH2:27][O:28][CH3:29])[CH2:7]1)[C:20]1[CH:19]=[CH:18][C:17]([O:24][CH3:25])=[CH:16][C:15]=1[CH2:14][CH2:13]3, predict the reactants needed to synthesize it. The reactants are: C([O:3][C:4]([C@@H:6]1[C@H:11]2[C@H:12]3[C@H:21]([CH2:22][CH2:23][C@:9]2([CH3:10])[C@@H:8]([O:26][CH2:27][O:28][CH3:29])[CH2:7]1)[C:20]1[CH:19]=[CH:18][C:17]([O:24][CH3:25])=[CH:16][C:15]=1[CH2:14][CH2:13]3)=O)C.[H-].[H-].[H-].[H-].[Li+].[Al+3]. (3) Given the product [N+:10]([C:13]1[CH:21]=[CH:20][C:16]([C:17]2[NH:9][C:3]3[CH:4]=[C:5]([F:8])[CH:6]=[CH:7][C:2]=3[N:1]=2)=[CH:15][CH:14]=1)([O-:12])=[O:11], predict the reactants needed to synthesize it. The reactants are: [NH2:1][C:2]1[CH:7]=[CH:6][C:5]([F:8])=[CH:4][C:3]=1[NH2:9].[N+:10]([C:13]1[CH:21]=[CH:20][C:16]([C:17](O)=O)=[CH:15][CH:14]=1)([O-:12])=[O:11]. (4) The reactants are: Cl([O-])=[O:2].[Na+].[F:5][C:6]([F:26])([C:20]1[CH:25]=[CH:24][CH:23]=[CH:22][CH:21]=1)[CH2:7][NH:8][C:9]1[C:10]([F:19])=[C:11]([CH2:16][CH:17]=[O:18])[C:12]([Cl:15])=[CH:13][CH:14]=1.Cl. Given the product [F:26][C:6]([F:5])([C:20]1[CH:21]=[CH:22][CH:23]=[CH:24][CH:25]=1)[CH2:7][NH:8][C:9]1[C:10]([F:19])=[C:11]([CH2:16][C:17]([OH:2])=[O:18])[C:12]([Cl:15])=[CH:13][CH:14]=1, predict the reactants needed to synthesize it. (5) Given the product [CH3:8][NH:9][C:10]1[CH:15]=[CH:14][N:13]=[C:12]([C:16]2[CH:17]=[CH:18][C:19]([CH2:22][CH2:23][C:24]([O:26][CH2:27][CH3:28])=[O:25])=[CH:20][CH:21]=2)[CH:11]=1, predict the reactants needed to synthesize it. The reactants are: C(OC([CH2:8][NH:9][C:10]1[CH:15]=[CH:14][N:13]=[C:12]([C:16]2[CH:21]=[CH:20][C:19]([CH2:22][CH2:23][C:24]([O:26][CH2:27][CH3:28])=[O:25])=[CH:18][CH:17]=2)[CH:11]=1)=O)(C)(C)C.FC(F)(F)C(O)=O.C(=O)([O-])O.[Na+]. (6) Given the product [Cl:14][C:4]1[CH:3]=[C:2]([B:18]2[O:19][C:20]([CH3:22])([CH3:21])[C:16]([CH3:32])([CH3:15])[O:17]2)[CH:7]=[CH:6][C:5]=1[CH2:8][C:9]([O:11][CH2:12][CH3:13])=[O:10], predict the reactants needed to synthesize it. The reactants are: Br[C:2]1[CH:7]=[CH:6][C:5]([CH2:8][C:9]([O:11][CH2:12][CH3:13])=[O:10])=[C:4]([Cl:14])[CH:3]=1.[CH3:15][C:16]1([CH3:32])[C:20]([CH3:22])([CH3:21])[O:19][B:18]([B:18]2[O:19][C:20]([CH3:22])([CH3:21])[C:16]([CH3:32])([CH3:15])[O:17]2)[O:17]1.C([O-])(=O)C.[K+]. (7) Given the product [CH2:32]([N:20]1[CH:21]=[C:22]([C:24]2[CH:29]=[CH:28][C:27]([Cl:30])=[CH:26][C:25]=2[Cl:31])[N:23]=[C:19]1[C@@H:18]([NH:36][C:47]([NH:46][C:43]1[CH:42]=[CH:41][C:40]([O:39][CH3:38])=[CH:45][CH:44]=1)=[O:48])[CH2:17][C:14]1[CH:15]=[CH:16][C:11]([O:10][C:7]2[CH:8]=[CH:9][C:4]([C:3]([OH:37])=[O:2])=[CH:5][CH:6]=2)=[CH:12][CH:13]=1)[CH2:33][CH2:34][CH3:35], predict the reactants needed to synthesize it. The reactants are: C[O:2][C:3](=[O:37])[C:4]1[CH:9]=[CH:8][C:7]([O:10][C:11]2[CH:16]=[CH:15][C:14]([CH2:17][C@H:18]([NH2:36])[C:19]3[N:20]([CH2:32][CH2:33][CH2:34][CH3:35])[CH:21]=[C:22]([C:24]4[CH:29]=[CH:28][C:27]([Cl:30])=[CH:26][C:25]=4[Cl:31])[N:23]=3)=[CH:13][CH:12]=2)=[CH:6][CH:5]=1.[CH3:38][O:39][C:40]1[CH:45]=[CH:44][C:43]([N:46]=[C:47]=[O:48])=[CH:42][CH:41]=1.NC(N)=O. (8) Given the product [Si:25]([N:32]1[C@H:35]([CH:36]=[C:1]([Br:5])[Br:2])[CH2:34][C:33]1=[O:38])([C:28]([CH3:31])([CH3:30])[CH3:29])([CH3:27])[CH3:26], predict the reactants needed to synthesize it. The reactants are: [C:1]([Br:5])(Br)(Br)[Br:2].C1(P(C2C=CC=CC=2)C2C=CC=CC=2)C=CC=CC=1.[Si:25]([N:32]1[C@H:35]([CH:36]=O)[CH2:34][C:33]1=[O:38])([C:28]([CH3:31])([CH3:30])[CH3:29])([CH3:27])[CH3:26].C([O-])(O)=O.[Na+].